This data is from Forward reaction prediction with 1.9M reactions from USPTO patents (1976-2016). The task is: Predict the product of the given reaction. (1) Given the reactants FC(F)(F)S(O[C:7]1[C:11]2[CH2:12][N:13]([C:16](=[O:25])[NH:17][C:18]3[CH:23]=[CH:22][CH:21]=[C:20]([Cl:24])[CH:19]=3)[CH2:14][CH2:15][C:10]=2[NH:9][N:8]=1)(=O)=O.[C:28]1([B-](F)(F)F)[CH2:32][CH2:31][CH2:30][CH:29]=1.[K+].[O-]P([O-])([O-])=O.[K+].[K+].[K+], predict the reaction product. The product is: [Cl:24][C:20]1[CH:19]=[C:18]([NH:17][C:16]([N:13]2[CH2:14][CH2:15][C:10]3[NH:9][N:8]=[C:7]([C:28]4[CH2:32][CH2:31][CH2:30][CH:29]=4)[C:11]=3[CH2:12]2)=[O:25])[CH:23]=[CH:22][CH:21]=1. (2) The product is: [Br:5][C:6]1[S:16][C:9]2[N:10]=[C:11]([CH3:15])[N:12]=[C:13]([O:2][CH3:1])[C:8]=2[CH:7]=1. Given the reactants [CH3:1][OH:2].[H-].[Na+].[Br:5][C:6]1[S:16][C:9]2[N:10]=[C:11]([CH3:15])[N:12]=[C:13](Cl)[C:8]=2[CH:7]=1.O, predict the reaction product. (3) Given the reactants [CH3:1][C:2]1[N:6]([CH:7]2[CH2:12][CH2:11][N:10]([CH2:13][C:14]3[CH:19]=[CH:18][C:17]([C:20]4[N:25]=[C:24]([NH2:26])[C:23]([NH2:27])=[CH:22][C:21]=4[C:28]4[CH:33]=[CH:32][CH:31]=[CH:30][CH:29]=4)=[CH:16][CH:15]=3)[CH2:9][CH2:8]2)[C:5]2[CH:34]=[CH:35][CH:36]=[CH:37][C:4]=2[N:3]=1.[N:38]([O-])=O.[Na+], predict the reaction product. The product is: [CH3:1][C:2]1[N:6]([CH:7]2[CH2:8][CH2:9][N:10]([CH2:13][C:14]3[CH:19]=[CH:18][C:17]([C:20]4[N:25]=[C:24]5[N:26]=[N:38][NH:27][C:23]5=[CH:22][C:21]=4[C:28]4[CH:29]=[CH:30][CH:31]=[CH:32][CH:33]=4)=[CH:16][CH:15]=3)[CH2:11][CH2:12]2)[C:5]2[CH:34]=[CH:35][CH:36]=[CH:37][C:4]=2[N:3]=1. (4) Given the reactants [CH2:1]1[CH2:5]O[CH2:3][CH2:2]1.Br[C:7]1[CH:12]=[CH:11][C:10]([C:13]2[CH:18]=[CH:17][CH:16]=[CH:15][CH:14]=2)=[CH:9][CH:8]=1.[CH3:19][CH2:20][CH2:21][CH2:22][CH2:23][CH3:24].[CH2:25]([Li])[CH2:26]CC.[C:30]([C:34]1[CH:47]=[CH:46][C:45]2[C:44](=[O:48])[C:43]3[C:38](=[CH:39][CH:40]=[CH:41][CH:42]=3)[C:37](=[O:49])[C:36]=2[CH:35]=1)([CH3:33])([CH3:32])[CH3:31], predict the reaction product. The product is: [C:13]1([C:10]2[CH:11]=[CH:12][C:7]([C:37]3([OH:49])[C:36]4[CH:35]=[C:34]([C:30]([CH3:33])([CH3:31])[CH3:32])[CH:47]=[CH:46][C:45]=4[C:44]([C:1]4[CH:5]=[CH:19][C:20]([C:21]5[CH:26]=[CH:25][CH:24]=[CH:23][CH:22]=5)=[CH:3][CH:2]=4)([OH:48])[C:43]4[C:38]3=[CH:39][CH:40]=[CH:41][CH:42]=4)=[CH:8][CH:9]=2)[CH:18]=[CH:17][CH:16]=[CH:15][CH:14]=1. (5) Given the reactants CS(O)(=O)=O.[CH3:6][CH2:7][CH2:8][CH2:9][CH2:10][CH2:11][CH3:12].C(O[CH:17]([CH3:19])[CH3:18])(=O)C.[C:20]([OH:23])(=[O:22])C, predict the reaction product. The product is: [CH2:8]([C@H:9]([CH2:10][CH2:11][CH2:12][CH2:18][CH2:17][CH3:19])[C:20]([OH:23])=[O:22])[CH2:7][CH3:6]. (6) Given the reactants [C:1]([C:4]1[CH:9]=[CH:8][CH:7]=[CH:6][N:5]=1)(=[O:3])[CH3:2].[CH3:10][O:11][C:12]1[CH:19]=[CH:18][C:15]([CH:16]=O)=[CH:14][CH:13]=1.[OH-].[Na+], predict the reaction product. The product is: [CH3:10][O:11][C:12]1[CH:19]=[CH:18][C:15]([CH:16]=[CH:2][C:1]([C:4]2[CH:9]=[CH:8][CH:7]=[CH:6][N:5]=2)=[O:3])=[CH:14][CH:13]=1. (7) The product is: [C:14]([O:18][C:19](=[O:47])[N:20]([CH2:24][CH2:25][CH2:26][N:27]1[C:31]([NH:32][C:1](=[O:3])[CH3:2])=[C:30]([C:33](=[O:35])[NH2:34])[N:29]=[C:28]1[S:36][C:37]1[C:45]([I:46])=[CH:44][C:40]2[O:41][CH2:42][O:43][C:39]=2[CH:38]=1)[CH:21]([CH3:22])[CH3:23])([CH3:16])([CH3:17])[CH3:15]. Given the reactants [C:1](Cl)(=[O:3])[CH3:2].C(N(C(C)C)CC)(C)C.[C:14]([O:18][C:19](=[O:47])[N:20]([CH2:24][CH2:25][CH2:26][N:27]1[C:31]([NH2:32])=[C:30]([C:33](=[O:35])[NH2:34])[N:29]=[C:28]1[S:36][C:37]1[C:45]([I:46])=[CH:44][C:40]2[O:41][CH2:42][O:43][C:39]=2[CH:38]=1)[CH:21]([CH3:23])[CH3:22])([CH3:17])([CH3:16])[CH3:15], predict the reaction product. (8) Given the reactants Cl[C:2]1[CH:16]=[CH:15][C:5]2[C:6](=[O:14])[NH:7][C:8]3[C:13]([C:4]=2[CH:3]=1)=[CH:12][CH:11]=[CH:10][N:9]=3.F[C:18]1[CH:19]=[C:20]([CH:23]=[CH:24][CH:25]=1)[CH2:21][NH2:22].C1(P(C2CCCCC2)C2C=CC=CC=2C2C(C(C)C)=CC(C(C)C)=CC=2C(C)C)CCCCC1.C[C:61](C)([O-:63])C.[Na+], predict the reaction product. The product is: [CH3:61][O:63][C:23]1[CH:24]=[CH:25][CH:18]=[CH:19][C:20]=1[CH2:21][NH:22][C:2]1[CH:16]=[CH:15][C:5]2[C:6](=[O:14])[NH:7][C:8]3[C:13]([C:4]=2[CH:3]=1)=[CH:12][CH:11]=[CH:10][N:9]=3.